From a dataset of Forward reaction prediction with 1.9M reactions from USPTO patents (1976-2016). Predict the product of the given reaction. (1) Given the reactants [C:1]([C:3]1[CH:4]=[C:5]([C:16]2[CH:21]=[CH:20][N:19]=[C:18]([NH:22][C:23]3[CH:28]=[CH:27][C:26]([NH:29]C(=O)OC(C)(C)C)=[CH:25][CH:24]=3)[N:17]=2)[CH:6]=[CH:7][C:8]=1[O:9][CH:10]1[CH2:15][CH2:14][O:13][CH2:12][CH2:11]1)#[N:2].C(O)(C(F)(F)F)=O, predict the reaction product. The product is: [NH2:29][C:26]1[CH:25]=[CH:24][C:23]([NH:22][C:18]2[N:17]=[C:16]([C:5]3[CH:6]=[CH:7][C:8]([O:9][CH:10]4[CH2:15][CH2:14][O:13][CH2:12][CH2:11]4)=[C:3]([CH:4]=3)[C:1]#[N:2])[CH:21]=[CH:20][N:19]=2)=[CH:28][CH:27]=1. (2) Given the reactants [Cl-].[C:2]1([I+:8][C:9]2[CH:14]=[CH:13][CH:12]=[CH:11][CH:10]=2)[CH:7]=[CH:6][CH:5]=[CH:4][CH:3]=1.[P:15](OC)([O:19][CH3:20])([O:17][CH3:18])=[O:16], predict the reaction product. The product is: [CH3:18][O:17][PH:15](=[O:16])[O:19][CH3:20].[C:9]1([I+:8][C:2]2[CH:3]=[CH:4][CH:5]=[CH:6][CH:7]=2)[CH:10]=[CH:11][CH:12]=[CH:13][CH:14]=1. (3) Given the reactants [Br:1][C:2]1[CH:10]=[CH:9][C:5]([C:6]([OH:8])=O)=[CH:4][C:3]=1[CH3:11].C(=O)([O-])[O-].[K+].[K+].[NH:18]1[CH2:23][CH2:22][O:21][CH2:20][CH2:19]1.CN(C(ON1N=NC2C=CC=CC1=2)=[N+](C)C)C.[B-](F)(F)(F)F, predict the reaction product. The product is: [Br:1][C:2]1[CH:10]=[CH:9][C:5]([C:6]([N:18]2[CH2:23][CH2:22][O:21][CH2:20][CH2:19]2)=[O:8])=[CH:4][C:3]=1[CH3:11]. (4) Given the reactants [Cl:1][C:2]1[C:9]([CH2:10][CH2:11][OH:12])=[CH:8][CH:7]=[CH:6][C:3]=1[CH:4]=O.[CH2:13]([C:15]1[S:16][CH:17]=[C:18]([C:20]([N:22]2[CH2:27][C:26]3([CH2:32][CH2:31][NH:30][CH2:29][CH2:28]3)[O:25][CH2:24][CH2:23]2)=[O:21])[N:19]=1)[CH3:14].C(O[BH-](OC(=O)C)OC(=O)C)(=O)C.[Na+].C(=O)(O)[O-].[Na+], predict the reaction product. The product is: [Cl:1][C:2]1[C:9]([CH2:10][CH2:11][OH:12])=[CH:8][CH:7]=[CH:6][C:3]=1[CH2:4][N:30]1[CH2:31][CH2:32][C:26]2([O:25][CH2:24][CH2:23][N:22]([C:20]([C:18]3[N:19]=[C:15]([CH2:13][CH3:14])[S:16][CH:17]=3)=[O:21])[CH2:27]2)[CH2:28][CH2:29]1.